The task is: Binary Classification. Given a miRNA mature sequence and a target amino acid sequence, predict their likelihood of interaction.. This data is from Experimentally validated miRNA-target interactions with 360,000+ pairs, plus equal number of negative samples. (1) The miRNA is hsa-miR-18a-5p with sequence UAAGGUGCAUCUAGUGCAGAUAG. The protein sequence of the target gene is MLGICRGRRKFLAASLSLLCIPAITWIYLFSGSFEDGKPVSLSPLESQAHSPRYTASSQRERESLEVRMREVEEENRALRRQLSLAQGRAPSHRRGNHSKTYSMEEGTGDSENLRAGIVAGNSSECGQQPVVEKCETIHVAIVCAGYNASRDVVTLVKSVLFHRRNPLHFHLIADSIAEQILATLFQTWMVPAVRVDFYNADELKSEVSWIPNKHYSGIYGLMKLVLTKTLPANLERVIVLDTDITFATDIAELWAVFHKFKGQQVLGLVENQSDWYLGNLWKNHRPWPALGRGYNTGVI.... Result: 1 (interaction). (2) The miRNA is hsa-miR-3977 with sequence GUGCUUCAUCGUAAUUAACCUUA. The protein sequence of the target gene is MAILVRPRLLAALAPTFLGCLLLQVIAGAGIPEKAFNLTWISTDFKTILEWQPKPTNYTYTVQISDRSRNWKNKCFSTTDTECDLTDEIVKDVTWAYEAKVLSVPRRNSVHGDGDQLVIHGEEPPFTNAPKFLPYRDTNLGQPVIQQFEQDGRKLNVVVKDSLTLVRKNGTFLTLRQVFGKDLGYIITYRKGSSTGKKTNITNTNEFSIDVEEGVSYCFFVQAMIFSRKTNQNSPGSSTVCTEQWKSFLGETLIIVGAVVLLATIFIILLSISLCKRRKNRAGQKGKNTPSRLA. Result: 0 (no interaction). (3) The miRNA is hsa-miR-203a-3p with sequence GUGAAAUGUUUAGGACCACUAG. The protein sequence of the target gene is MVGCGVAVLCLWVSCGAAAGQLEYSVPEETERGVAVGNLSADLRLPAAAMSSRNFRFLSSHRELYFGVDLPSGNLVVREPADREQLCRAKAACVLTYDLVLEDPLELHKIRIHVLDTNDNSPLFPAGDVQLHIPEFLTPGARFTLPNAQDDDEGSNGILSYSLSPSQHFRLDMGSRVDGSEYPELVLEKALDREQRATHLLVLTARDGGLPARSGDAQVTIIVVDTNDNAPVFERSVYRTKVPETAPNGTVLFRVQALDPDEGSNGEVQYSLSNSTQAELRHRFHVHPKSGEVQVAASLG.... Result: 0 (no interaction). (4) The miRNA is cel-miR-268 with sequence GGCAAGAAUUAGAAGCAGUUUGGU. The protein sequence of the target gene is MENLQSKFSLVQGSNKKLNGMEDDGSPPVKKMMTDIHANGKTLTKVKKEHLDDYGDASVEPDGEHAKRNRVSLPETLNLNPSLKHTLAQFHLSSQSSLGGPAAFSARYSQESMSPTVFLPLPSPQVLPGPLLIPSDSSTELTQTLLEGESISCFQVGGEKRLCLPQVLNSVLREFSLQQINTVCDELYIYCSRCTSDQLHILKVLGILPFNAPSCGLITLTDAQRLCNALLRPRTFPQNGSILPAKSSLAQLKETGSAFEVEHECLGKCQGLFAPQFYVQPDAPCIQCLECCGMFAPQTF.... Result: 0 (no interaction). (5) The protein sequence of the target gene is MAKKRIAVIGAGASGLTCIKCCLEEGLEPVCFERSGDIGGLWRFQEAPEEGRASIYQSVVINTSKEMMCFSDYPIPDHYPNYMHNSQVLEYFRMYAKEFDLLKYIQFKTTVCSVKKQPDFSTSGQWQVVTECEGKQQVDVFDGVLVCTGHHTDAHLPLESFPGIEKFKGKYFHSRDYKNPVEFTGKRVIVIGIGNSGGDLAVEISHTAKQVFLSTRRGAWILNRVGKHGYPIDLLLSSRIMYYLSRICGPSLKNNYMEKQMNQRFDHEMFGLKPKHRALSQHPTVNDDLPNRIIAGLVKV.... Result: 1 (interaction). The miRNA is mmu-miR-3086-5p with sequence UAGAUUGUAGGCCCAUUGGA. (6) The miRNA is hsa-miR-193b-3p with sequence AACUGGCCCUCAAAGUCCCGCU. The protein sequence of the target gene is MAPTQGPRAPLEFGGPLGAAALLLLLPATMFHLLLAARSGPARLLGPPASLPGLEVLWSPRALLLWLAWLGLQAALYLLPARKVAEGQELKDKSRLRYPINGFQALVLTALLVGLGMSAGLPLGALPEMLLPLAFVATLTAFIFSLFLYMKAQVAPVSALAPGGNSGNPIYDFFLGRELNPRICFFDFKYFCELRPGLIGWVLINLALLMKEAELRGSPSLAMWLVNGFQLLYVGDALWHEEAVLTTMDITHDGFGFMLAFGDMAWVPFTYSLQAQFLLHHPQPLGLPMASVICLINATG.... Result: 1 (interaction). (7) The miRNA is hsa-miR-222-3p with sequence AGCUACAUCUGGCUACUGGGU. The protein sequence of the target gene is MSSKHRICSQEEVVIPCAYDSDSESVDLELSNLEIIKKGSSSIELTDLDIPDIPGLHCEPLSHSPRHLTQQDPLSEAIVEKLIQSIQKVFNGELKGELEKLKFLGDLSSLSQALPYDETAKSFIHSHIADIVHTLNVLVQEERPHSLSSSMRQEVFVTIADLSYQDVHLLLGSEDRAELFSLTIKSIITLPSVRTLTQIQEIMPNGTCNTECLYRQTFQAFSEMLQSLVVKDPHLENLDTIIKLPLRFQRLGHLVALMALLCGDPQEKVAEEAAEGIHSLLHITLRLKYITHDKKDQQNL.... Result: 1 (interaction). (8) The miRNA is hsa-miR-4747-5p with sequence AGGGAAGGAGGCUUGGUCUUAG. The protein sequence of the target gene is MTAAATATVLKEGVLEKRSGGLLQLWKRKRCVLTERGLQLFEAKGTGGRPKELSFARIKAVECVESTGRHIYFTLVTEGGGEIDFRCPLEDPGWNAQITLGLVKFKNQQAIQTVRARQSLGTGTLVS. Result: 0 (no interaction). (9) The miRNA is mmu-miR-152-3p with sequence UCAGUGCAUGACAGAACUUGG. The protein sequence of the target gene is MVDRLANSEANTRRISIVENCFGAAGQPLTIPGRVLIGEGVLTKLCRKKPKARQFFLFNDILVYGNIVIQKKKYNKQHIIPLENVTIDSIKDEGDLRNGWLIKTPTKSFAVYAATATEKSEWMNHINKCVTDLLSKSGKTPSNEHAAVWVPDSEATVCMRCQKAKFTPVNRRHHCRKCGFVVCGPCSEKRFLLPSQSSKPVRICDFCYDLLSAGDMATCQPARSDSYSQSLKSPLNDMSDDDDDDDSSD. Result: 0 (no interaction). (10) The miRNA is hsa-miR-1247-3p with sequence CCCCGGGAACGUCGAGACUGGAGC. The protein sequence of the target gene is MDALLGTGPRRARGCLGAAGPTSSGRAARTPAAPWARFSAWLECVCVVTFDLELGQALELVYPNDFRLTDKEKSSICYLSFPDSHSGCLGDTQFSFRMRQCGGQRSPWHADDRHYNSRAPVALQREPAHYFGYVYFRQVKDSSVKRGYFQKSLVLVSRLPFVRLFQALLSLIAPEYFDKLAPCLEAVCSEIDQWPAPAPGQTLNLPVMGVVVQVRIPSRVDKSESSPPKQFDQENLLPAPVVLASVHELDLFRCFRPVLTHMQTLWELMLLGEPLLVLAPSPDVSSEMVLALTSCLQPLR.... Result: 1 (interaction).